This data is from Catalyst prediction with 721,799 reactions and 888 catalyst types from USPTO. The task is: Predict which catalyst facilitates the given reaction. (1) The catalyst class is: 16. Reactant: [I:1][C:2]1[CH:6]=[CH:5][NH:4][N:3]=1.[H-].[Na+].F[C:10]1[CH:19]=[CH:18][C:13]([C:14]([O:16][CH3:17])=[O:15])=[CH:12][CH:11]=1. Product: [I:1][C:2]1[CH:6]=[CH:5][N:4]([C:10]2[CH:19]=[CH:18][C:13]([C:14]([O:16][CH3:17])=[O:15])=[CH:12][CH:11]=2)[N:3]=1. (2) Reactant: C([Si](C)(C)[O:6][CH2:7][C:8]([C:10]1[CH:15]=[CH:14][CH:13]=[CH:12][CH:11]=1)=[CH2:9])(C)(C)C.[F-].C([N+](CCCC)(CCCC)CCCC)CCC. Product: [C:10]1([C:8](=[CH2:9])[CH2:7][OH:6])[CH:15]=[CH:14][CH:13]=[CH:12][CH:11]=1. The catalyst class is: 7. (3) Reactant: [CH3:1][N:2]([C:19]1[CH:24]=[CH:23][CH:22]=[CH:21][CH:20]=1)[C:3]1[N:8]=[C:7]([NH2:9])[N:6]=[C:5]([C:10]2[N:14]=[C:13](C(Cl)(Cl)Cl)[O:12][N:11]=2)[N:4]=1.C(=O)([O-])[O-].[K+].[K+].Cl.[F:32][C:33]([F:44])([F:43])[CH2:34][O:35][CH2:36][CH:37]1[CH2:42][CH2:41][NH:40][CH2:39][CH2:38]1. Product: [CH3:1][N:2]([C:19]1[CH:24]=[CH:23][CH:22]=[CH:21][CH:20]=1)[C:3]1[N:8]=[C:7]([NH2:9])[N:6]=[C:5]([C:10]2[N:14]=[C:13]([N:40]3[CH2:39][CH2:38][CH:37]([CH2:36][O:35][CH2:34][C:33]([F:32])([F:43])[F:44])[CH2:42][CH2:41]3)[O:12][N:11]=2)[N:4]=1. The catalyst class is: 3. (4) Reactant: [F:1][C:2]1[CH:7]=[CH:6][C:5]([CH2:8][CH2:9][CH2:10][CH:11]=[O:12])=[CH:4][CH:3]=1.CC(=CC)C.O.O.P([O-])(O)(O)=[O:21].[Na+].Cl([O-])=O.[Na+]. Product: [F:1][C:2]1[CH:3]=[CH:4][C:5]([CH2:8][CH2:9][CH2:10][C:11]([OH:21])=[O:12])=[CH:6][CH:7]=1. The catalyst class is: 878. (5) Reactant: [CH3:1][O:2][C:3]1[CH:8]=[CH:7][C:6]([NH:9][C:10]2[CH:15]=[CH:14][C:13]([O:16][CH3:17])=[CH:12][CH:11]=2)=[CH:5][CH:4]=1.[F:18][C:19]1[CH:27]=[CH:26][C:22]([C:23](Cl)=[O:24])=[C:21]([C:28]([F:31])([F:30])[F:29])[CH:20]=1.N1C=CC=CC=1. Product: [F:18][C:19]1[CH:27]=[CH:26][C:22]([C:23]([N:9]([C:6]2[CH:5]=[CH:4][C:3]([O:2][CH3:1])=[CH:8][CH:7]=2)[C:10]2[CH:15]=[CH:14][C:13]([O:16][CH3:17])=[CH:12][CH:11]=2)=[O:24])=[C:21]([C:28]([F:29])([F:30])[F:31])[CH:20]=1. The catalyst class is: 1. (6) Reactant: Br[C:2]1[CH:3]=[CH:4][C:5]2[S:9][C:8]3[CH2:10][CH2:11][CH:12]([C:14]([O:16][CH2:17][CH3:18])=[O:15])[CH2:13][C:7]=3[C:6]=2[CH:19]=1.[C:20]([Cu])#[N:21]. Product: [C:20]([C:2]1[CH:3]=[CH:4][C:5]2[S:9][C:8]3[CH2:10][CH2:11][CH:12]([C:14]([O:16][CH2:17][CH3:18])=[O:15])[CH2:13][C:7]=3[C:6]=2[CH:19]=1)#[N:21]. The catalyst class is: 60. (7) The catalyst class is: 4. Reactant: B(Br)(Br)Br.[Cl:5][C:6]1[CH:7]=[CH:8][C:9]([O:33]C)=[C:10]([CH:32]=1)[C:11]([NH:13][C:14]1[C:15]([C:28]([O:30][CH3:31])=[O:29])=[C:16]([C:19]2[CH:24]=[CH:23][C:22]([CH3:25])=[C:21]([F:26])[C:20]=2[F:27])[S:17][CH:18]=1)=[O:12]. Product: [Cl:5][C:6]1[CH:7]=[CH:8][C:9]([OH:33])=[C:10]([CH:32]=1)[C:11]([NH:13][C:14]1[C:15]([C:28]([O:30][CH3:31])=[O:29])=[C:16]([C:19]2[CH:24]=[CH:23][C:22]([CH3:25])=[C:21]([F:26])[C:20]=2[F:27])[S:17][CH:18]=1)=[O:12].